This data is from NCI-60 drug combinations with 297,098 pairs across 59 cell lines. The task is: Regression. Given two drug SMILES strings and cell line genomic features, predict the synergy score measuring deviation from expected non-interaction effect. Drug 1: C1=CC=C(C=C1)NC(=O)CCCCCCC(=O)NO. Drug 2: CCC1(C2=C(COC1=O)C(=O)N3CC4=CC5=C(C=CC(=C5CN(C)C)O)N=C4C3=C2)O.Cl. Cell line: RPMI-8226. Synergy scores: CSS=49.2, Synergy_ZIP=0.539, Synergy_Bliss=4.58, Synergy_Loewe=1.03, Synergy_HSA=1.47.